Dataset: Peptide-MHC class I binding affinity with 185,985 pairs from IEDB/IMGT. Task: Regression. Given a peptide amino acid sequence and an MHC pseudo amino acid sequence, predict their binding affinity value. This is MHC class I binding data. (1) The peptide sequence is IIIVALTIM. The MHC is HLA-A02:01 with pseudo-sequence HLA-A02:01. The binding affinity (normalized) is 0.152. (2) The peptide sequence is SYPTGPGTA. The MHC is Mamu-A01 with pseudo-sequence Mamu-A01. The binding affinity (normalized) is 0. (3) The peptide sequence is YFTFDLTAL. The MHC is HLA-B15:17 with pseudo-sequence HLA-B15:17. The binding affinity (normalized) is 0.0847. (4) The peptide sequence is LIISTDQDT. The MHC is HLA-A02:02 with pseudo-sequence HLA-A02:02. The binding affinity (normalized) is 0. (5) The MHC is HLA-B15:01 with pseudo-sequence HLA-B15:01. The peptide sequence is QLIIQAFEA. The binding affinity (normalized) is 0.316. (6) The binding affinity (normalized) is 0.0847. The MHC is HLA-B15:01 with pseudo-sequence HLA-B15:01. The peptide sequence is VFMDNAFKK. (7) The peptide sequence is ELYENKPDV. The MHC is HLA-A02:01 with pseudo-sequence HLA-A02:01. The binding affinity (normalized) is 0.423.